The task is: Predict the reaction yield, written as a fraction of the theoretical maximum amount of product (1.0 means a 100% yield; for example, 0.34 means a 34% yield).. This data is from Reaction yield outcomes from USPTO patents with 853,638 reactions. (1) The reactants are [CH2:1]([O:3][C:4]1[CH:5]=[C:6]([C:16]2[CH:21]=[CH:20][C:19]([N:22]([CH3:48])[CH2:23][CH2:24][N:25]([C:27]3[CH:28]=[CH:29][C:30]([C:33]4[CH:38]=[C:37]([O:39][CH2:40][CH3:41])[C:36]([O:42][CH2:43][CH3:44])=[C:35]([O:45][CH2:46][CH3:47])[CH:34]=4)=[N:31][CH:32]=3)[CH3:26])=[CH:18][N:17]=2)[CH:7]=[C:8]([O:13][CH2:14][CH3:15])[C:9]=1[O:10][CH2:11][CH3:12])[CH3:2].[CH3:49][S:50]([OH:53])(=[O:52])=[O:51]. The catalyst is CO. The product is [CH3:49][S:50]([OH:53])(=[O:52])=[O:51].[CH3:49][S:50]([OH:53])(=[O:52])=[O:51].[CH2:46]([O:45][C:35]1[CH:34]=[C:33]([C:30]2[CH:29]=[CH:28][C:27]([N:25]([CH3:26])[CH2:24][CH2:23][N:22]([C:19]3[CH:20]=[CH:21][C:16]([C:6]4[CH:7]=[C:8]([O:13][CH2:14][CH3:15])[C:9]([O:10][CH2:11][CH3:12])=[C:4]([O:3][CH2:1][CH3:2])[CH:5]=4)=[N:17][CH:18]=3)[CH3:48])=[CH:32][N:31]=2)[CH:38]=[C:37]([O:39][CH2:40][CH3:41])[C:36]=1[O:42][CH2:43][CH3:44])[CH3:47]. The yield is 0.700. (2) The product is [F:1][C:2]1[CH:7]=[C:6]([F:8])[C:5]([C:9]2[CH:14]=[N:13][CH:12]=[N:11][CH:10]=2)=[CH:4][C:3]=1[C@@:15]([NH:27][S@@:28]([C:30]([CH3:33])([CH3:32])[CH3:31])=[O:29])([CH2:17][C@H:18]([C:20]1[O:24][C:23]([CH3:25])=[N:22][C:21]=1[CH3:26])[OH:19])[CH3:16]. The yield is 0.880. The catalyst is CCOCC. The reactants are [F:1][C:2]1[CH:7]=[C:6]([F:8])[C:5]([C:9]2[CH:10]=[N:11][CH:12]=[N:13][CH:14]=2)=[CH:4][C:3]=1[C@@:15]([NH:27][S@@:28]([C:30]([CH3:33])([CH3:32])[CH3:31])=[O:29])([CH2:17][C:18]([C:20]1[O:24][C:23]([CH3:25])=[N:22][C:21]=1[CH3:26])=[O:19])[CH3:16].[H-].C(O[Al](OC(C)(C)C)OC(C)(C)C)(C)(C)C.[Li+].O.O.O.O.O.O.O.O.O.O.S([O-])([O-])(=O)=O.[Na+].[Na+]. (3) The reactants are [CH3:1][O:2][C:3]1[C:4]([C:13]([O:15]C)=[O:14])=[CH:5][C:6]2[C:11]([CH:12]=1)=[CH:10][CH:9]=[CH:8][CH:7]=2.O.[OH-].[Na+].C(O)(=O)CC(CC(O)=O)(C(O)=O)O. The catalyst is CO. The product is [CH3:1][O:2][C:3]1[C:4]([C:13]([OH:15])=[O:14])=[CH:5][C:6]2[C:11]([CH:12]=1)=[CH:10][CH:9]=[CH:8][CH:7]=2. The yield is 0.920. (4) The reactants are [O:1]1[CH2:6][CH2:5][CH2:4][CH2:3][CH:2]1[O:7][C:8]1[CH:13]=[CH:12][C:11](C(=O)C)=[CH:10][CH:9]=1.[C:17](=[O:20])([O-])[O-].[NH4+:21].[NH4+:22].[C-:23]#N.[K+].Cl.[CH2:27]([OH:29])[CH3:28]. No catalyst specified. The product is [CH3:23][C@@:28]1([C:11]2[CH:10]=[CH:9][C:8]([O:7][C@H:2]3[CH2:3][CH2:4][CH2:5][CH2:6][O:1]3)=[CH:13][CH:12]=2)[C:27](=[O:29])[NH:22][C:17](=[O:20])[NH:21]1. The yield is 0.650. (5) The reactants are [CH2:1]([CH:3]1[CH2:7][CH:6]([CH2:8][OH:9])[CH2:5][CH:4]1[C:10]([O:12][CH2:13][CH3:14])=[O:11])[CH3:2].[Cr](Cl)([O-])(=O)=O.[NH+]1C=CC=CC=1. The catalyst is C(Cl)Cl. The product is [CH2:1]([CH:3]1[CH2:7][CH:6]([CH:8]=[O:9])[CH2:5][CH:4]1[C:10]([O:12][CH2:13][CH3:14])=[O:11])[CH3:2]. The yield is 0.630. (6) The reactants are [C:1]([C:4]1[CH:9]=[CH:8][C:7]([NH:10][CH2:11][C:12]2[CH:17]=[CH:16][C:15]([CH:18]([OH:27])[C:19]3[CH:20]=[C:21]([CH:24]=[CH:25][CH:26]=3)[C:22]#[N:23])=[CH:14][CH:13]=2)=[C:6]([CH3:28])[C:5]=1[OH:29])(=[O:3])[CH3:2].C=O.[BH3-][C:33]#N.[Na+].Cl. The catalyst is C(#N)C. The product is [C:1]([C:4]1[CH:9]=[CH:8][C:7]([N:10]([CH2:11][C:12]2[CH:13]=[CH:14][C:15]([CH:18]([OH:27])[C:19]3[CH:20]=[C:21]([CH:24]=[CH:25][CH:26]=3)[C:22]#[N:23])=[CH:16][CH:17]=2)[CH3:33])=[C:6]([CH3:28])[C:5]=1[OH:29])(=[O:3])[CH3:2]. The yield is 0.940. (7) The reactants are C([O:8][C:9]1[CH:10]=[C:11]([C:16]2[C:24]3[C:19](=[N:20][CH:21]=[N:22][C:23]=3[NH2:25])[N:18]([CH:26]([CH3:28])[CH3:27])[N:17]=2)[CH:12]=[C:13]([F:15])[CH:14]=1)C1C=CC=CC=1. The catalyst is CO.[Pd]. The product is [NH2:25][C:23]1[N:22]=[CH:21][N:20]=[C:19]2[N:18]([CH:26]([CH3:28])[CH3:27])[N:17]=[C:16]([C:11]3[CH:10]=[C:9]([OH:8])[CH:14]=[C:13]([F:15])[CH:12]=3)[C:24]=12. The yield is 1.00. (8) The reactants are [F:1][C:2]1[CH:7]=[CH:6][C:5]([NH:8][C:9]([C:11]2([C:14]([OH:16])=O)[CH2:13][CH2:12]2)=[O:10])=[CH:4][CH:3]=1.S(Cl)(Cl)=O.[NH2:21][C:22]1[CH:37]=[CH:36][C:25]([O:26][C:27]2[CH:32]=[CH:31][N:30]=[C:29]([C:33]([NH2:35])=[O:34])[CH:28]=2)=[CH:24][C:23]=1[F:38]. The product is [F:38][C:23]1[CH:24]=[C:25]([CH:36]=[CH:37][C:22]=1[NH:21][C:14]([C:11]1([C:9](=[O:10])[NH:8][C:5]2[CH:4]=[CH:3][C:2]([F:1])=[CH:7][CH:6]=2)[CH2:12][CH2:13]1)=[O:16])[O:26][C:27]1[CH:32]=[CH:31][N:30]=[C:29]([C:33]([NH2:35])=[O:34])[CH:28]=1. The yield is 0.541. The catalyst is O1CCCC1.C(N(CC)CC)C. (9) The reactants are [CH3:1][C:2]1[CH:3]=[CH:4][C:5]([NH:21][C:22]([C:24]2[CH:25]=[CH:26][C:27]([CH2:30][N:31]3[CH2:36][CH2:35][N:34]([CH3:37])[CH2:33][CH2:32]3)=[CH:28][CH:29]=2)=[O:23])=[CH:6][C:7]=1[NH:8][C:9]1[N:10]=[CH:11][CH:12]=[C:13]([C:15]2[CH:16]=[CH:17][CH:18]=[N:19][CH:20]=2)[N:14]=1.[C:38]([O:44][CH2:45][I:46])(=[O:43])[C:39]([CH3:42])([CH3:41])[CH3:40]. The catalyst is ClCCl. The product is [I-:46].[CH3:37][N+:34]1([CH2:45][O:44][C:38](=[O:43])[C:39]([CH3:42])([CH3:41])[CH3:40])[CH2:33][CH2:32][N:31]([CH2:30][C:27]2[CH:28]=[CH:29][C:24]([C:22](=[O:23])[NH:21][C:5]3[CH:4]=[CH:3][C:2]([CH3:1])=[C:7]([NH:8][C:9]4[N:14]=[C:13]([C:15]5[CH:20]=[N:19][CH:18]=[CH:17][CH:16]=5)[CH:12]=[CH:11][N:10]=4)[CH:6]=3)=[CH:25][CH:26]=2)[CH2:36][CH2:35]1. The yield is 0.270.